Dataset: Forward reaction prediction with 1.9M reactions from USPTO patents (1976-2016). Task: Predict the product of the given reaction. (1) Given the reactants [OH-].[Na+].[NH2:3][CH2:4][CH2:5][CH2:6][O:7][C:8]1[CH:13]=[CH:12][C:11]([C:14]2[CH:19]=[CH:18][C:17]([C:20]([O:22]CC)=[O:21])=[CH:16][CH:15]=2)=[CH:10][C:9]=1[C:25]1[CH:34]=[CH:33][C:32]2[C:31]([CH3:36])([CH3:35])[CH2:30][CH2:29][C:28]([CH3:38])([CH3:37])[C:27]=2[CH:26]=1, predict the reaction product. The product is: [NH2:3][CH2:4][CH2:5][CH2:6][O:7][C:8]1[CH:13]=[CH:12][C:11]([C:14]2[CH:15]=[CH:16][C:17]([C:20]([OH:22])=[O:21])=[CH:18][CH:19]=2)=[CH:10][C:9]=1[C:25]1[CH:34]=[CH:33][C:32]2[C:31]([CH3:36])([CH3:35])[CH2:30][CH2:29][C:28]([CH3:38])([CH3:37])[C:27]=2[CH:26]=1. (2) Given the reactants [NH2:1][C:2]1[CH:6]=[CH:5][S:4][C:3]=1[C:7]([O:9][CH3:10])=[O:8].[F:11][C:12]([F:23])([F:22])[C:13](O[C:13](=[O:14])[C:12]([F:23])([F:22])[F:11])=[O:14], predict the reaction product. The product is: [F:11][C:12]([F:23])([F:22])[C:13]([NH:1][C:2]1[CH:6]=[CH:5][S:4][C:3]=1[C:7]([O:9][CH3:10])=[O:8])=[O:14]. (3) Given the reactants Cl[C:2](Cl)([O:4]C(=O)OC(Cl)(Cl)Cl)Cl.[N:13]1([N:19]2[CH2:23][CH2:22][NH:21][C:20]2=[O:24])[CH2:18][CH2:17][CH2:16][CH2:15][CH2:14]1.[F:25][C:26]1[CH:27]=[C:28]([NH2:48])[CH:29]=[CH:30][C:31]=1[O:32][C:33]1[CH:38]=[CH:37][N:36]=[C:35]2[CH:39]=[C:40]([C:42]3[N:43]=[CH:44][N:45]([CH3:47])[CH:46]=3)[S:41][C:34]=12.CCN(C(C)C)C(C)C, predict the reaction product. The product is: [F:25][C:26]1[CH:27]=[C:28]([NH:48][C:2]([N:21]2[CH2:22][CH2:23][N:19]([N:13]3[CH2:14][CH2:15][CH2:16][CH2:17][CH2:18]3)[C:20]2=[O:24])=[O:4])[CH:29]=[CH:30][C:31]=1[O:32][C:33]1[CH:38]=[CH:37][N:36]=[C:35]2[CH:39]=[C:40]([C:42]3[N:43]=[CH:44][N:45]([CH3:47])[CH:46]=3)[S:41][C:34]=12.